From a dataset of Catalyst prediction with 721,799 reactions and 888 catalyst types from USPTO. Predict which catalyst facilitates the given reaction. (1) Reactant: [OH:1][C:2]1[C:9]([O:10]C)=[C:8]([N+:12]([O-:14])=[O:13])[CH:7]=[CH:6][C:3]=1[CH:4]=[O:5].B(Br)(Br)Br. Product: [OH:1][C:2]1[C:9]([OH:10])=[C:8]([N+:12]([O-:14])=[O:13])[CH:7]=[CH:6][C:3]=1[CH:4]=[O:5]. The catalyst class is: 4. (2) Reactant: [Br:1][C:2]1[CH:7]=[CH:6][C:5]([NH:8][C:9]2[CH:14]=[N:13][CH:12]=[C:11]3[S:15][C:16]([C:18]#[N:19])=[CH:17][C:10]=23)=[CH:4][CH:3]=1.[CH3:20]C(C)([O-])C.[K+].CI.[OH2:28]. Product: [Br:1][C:2]1[CH:3]=[CH:4][C:5]([N:8]([CH3:20])[C:9]2[CH:14]=[N:13][CH:12]=[C:11]3[S:15][C:16]([C:18]([NH2:19])=[O:28])=[CH:17][C:10]=23)=[CH:6][CH:7]=1. The catalyst class is: 118.